Task: Predict the product of the given reaction.. Dataset: Forward reaction prediction with 1.9M reactions from USPTO patents (1976-2016) (1) Given the reactants [C:1]1([C:23]2[CH:28]=[CH:27][CH:26]=[CH:25][CH:24]=2)[CH:6]=[CH:5][C:4]([CH2:7][N:8]2[C:13](=[O:14])[CH:12]=[C:11]([OH:15])[N:10]=[C:9]2[CH2:16][C:17]2[CH:22]=[CH:21][CH:20]=[CH:19][CH:18]=2)=[CH:3][CH:2]=1.[Na].Cl.C1(C2C=CC=CC=2)C=CC(CN[C:39](=[NH:47])CC2C=CC=CC=2)=CC=1.C(OCC)(=O)[CH2:55][C:56]([O:58]CC)=[O:57].C[O:66]C(O)C, predict the reaction product. The product is: [C:1]1([C:23]2[CH:28]=[CH:27][CH:26]=[CH:25][CH:24]=2)[CH:6]=[CH:5][C:4]([CH2:7][N:8]2[C:13](=[O:14])[C:12]([C:39]([NH:47][CH2:55][C:56]([OH:58])=[O:57])=[O:66])=[C:11]([OH:15])[N:10]=[C:9]2[CH2:16][C:17]2[CH:22]=[CH:21][CH:20]=[CH:19][CH:18]=2)=[CH:3][CH:2]=1. (2) Given the reactants [F:1][C:2]1[C:3]([C:9]#[N:10])=[N:4][CH:5]=[C:6](I)[CH:7]=1.[F:11][C:12]1[C:13]([C:20]([O:22][CH3:23])=[O:21])=[C:14]([Zn]I)[CH:15]=[CH:16][CH:17]=1, predict the reaction product. The product is: [C:9]([C:3]1[N:4]=[CH:5][C:6]([C:14]2[CH:15]=[CH:16][CH:17]=[C:12]([F:11])[C:13]=2[C:20]([O:22][CH3:23])=[O:21])=[CH:7][C:2]=1[F:1])#[N:10]. (3) Given the reactants [C:1]1([CH2:7][O:8][CH2:9][CH2:10][CH2:11][O:12][C:13]2[CH:14]=[C:15]([C:19](=[O:21])[CH3:20])[CH:16]=[CH:17][CH:18]=2)[CH:6]=[CH:5][CH:4]=[CH:3][CH:2]=1.CO.[Br-:24].[Br-].[Br-].C([N+](CCCC)(CCCC)CCCC)CCC.C([N+](CCCC)(CCCC)CCCC)CCC.C([N+](CCCC)(CCCC)CCCC)CCC.S([O-])([O-])(=O)=S.[Na+].[Na+], predict the reaction product. The product is: [Br:24][CH2:20][C:19]([C:15]1[CH:16]=[CH:17][CH:18]=[C:13]([O:12][CH2:11][CH2:10][CH2:9][O:8][CH2:7][C:1]2[CH:2]=[CH:3][CH:4]=[CH:5][CH:6]=2)[CH:14]=1)=[O:21]. (4) Given the reactants [Br:1][C:2]1[CH:3]=[C:4]2[C:9](=[CH:10][C:11]=1[CH2:12]Br)[N:8]=[CH:7][N:6]([N:14]([C:22]1[CH:27]=[C:26]([Cl:28])[CH:25]=[CH:24][C:23]=1[S:29]([CH2:32][CH3:33])(=[O:31])=[O:30])[C:15](=[O:21])[O:16][C:17]([CH3:20])([CH3:19])[CH3:18])[C:5]2=[O:34].CC(OC(N(C(OC(C)(C)C)=O)C1C(C(OCC)=O)=CC(Cl)=[C:47]([CH2:49][N:50]2CC[N:53]([C:56]([O:58][C:59]([CH3:62])([CH3:61])[CH3:60])=[O:57])[CH2:52][CH2:51]2)C=1)=O)(C)C.N1CC[C@H](NC(=O)OC(C)(C)C)C1, predict the reaction product. The product is: [Br:1][C:2]1[CH:3]=[C:4]2[C:9](=[CH:10][C:11]=1[CH2:12][N:50]1[CH2:49][CH2:47][C@H:52]([NH:53][C:56]([O:58][C:59]([CH3:62])([CH3:61])[CH3:60])=[O:57])[CH2:51]1)[N:8]=[CH:7][N:6]([N:14]([C:22]1[CH:27]=[C:26]([Cl:28])[CH:25]=[CH:24][C:23]=1[S:29]([CH2:32][CH3:33])(=[O:30])=[O:31])[C:15](=[O:21])[O:16][C:17]([CH3:20])([CH3:19])[CH3:18])[C:5]2=[O:34]. (5) The product is: [CH3:17][N:18]([C:19]1[S:20][C:21]([C:24]2[CH:25]=[N:26][CH:27]=[CH:28][CH:29]=2)=[N:22][N:23]=1)[C:6](=[O:7])[O:5][CH2:4][CH2:3][S:2][CH3:1]. Given the reactants [CH3:1][S:2][CH2:3][CH2:4][OH:5].[C:6](Cl)(Cl)=[O:7].C1(C)C=CC=CC=1.[CH3:17][NH:18][C:19]1[S:20][C:21]([C:24]2[CH:25]=[N:26][CH:27]=[CH:28][CH:29]=2)=[N:22][N:23]=1, predict the reaction product.